This data is from Full USPTO retrosynthesis dataset with 1.9M reactions from patents (1976-2016). The task is: Predict the reactants needed to synthesize the given product. Given the product [CH3:31][N:11]1[C@H:10]([C:9]2[CH:8]=[CH:7][C:4]([C:5]#[N:6])=[CH:3][C:2]=2[C:37]2[CH:36]=[CH:35][C:34](=[O:48])[N:33]([CH3:32])[CH:38]=2)[C:15]2[C:16](=[O:19])[CH2:17][CH2:18][C:14]=2[N:13]([C:20]2[CH:25]=[CH:24][CH:23]=[C:22]([C:26]([F:29])([F:27])[F:28])[CH:21]=2)[C:12]1=[O:30], predict the reactants needed to synthesize it. The reactants are: Br[C:2]1[CH:3]=[C:4]([CH:7]=[CH:8][C:9]=1[C@@H:10]1[C:15]2[C:16](=[O:19])[CH2:17][CH2:18][C:14]=2[N:13]([C:20]2[CH:25]=[CH:24][CH:23]=[C:22]([C:26]([F:29])([F:28])[F:27])[CH:21]=2)[C:12](=[O:30])[N:11]1[CH3:31])[C:5]#[N:6].[CH3:32][N:33]1[CH:38]=[C:37](B2OC(C)(C)C(C)(C)O2)[CH:36]=[CH:35][C:34]1=[O:48].ClCCl.C(=O)([O-])[O-].[K+].[K+].